Dataset: Reaction yield outcomes from USPTO patents with 853,638 reactions. Task: Predict the reaction yield, written as a fraction of the theoretical maximum amount of product (1.0 means a 100% yield; for example, 0.34 means a 34% yield). (1) The catalyst is CO. The reactants are Cl[S:2]([OH:5])(=O)=[O:3].[NH:6]([C:13]1[N:18]=[C:17]([C:19]2[N:23]([CH2:24][CH3:25])[C:22]([CH3:26])=[N:21][CH:20]=2)[CH:16]=[CH:15][N:14]=1)[C:7]1[CH:12]=[CH:11][CH:10]=[CH:9][CH:8]=1.NCC[CH2:30][CH2:31][OH:32].[CH2:33]([N:35](CC)C)[CH3:34].S(Cl)(Cl)=[O:40]. The product is [CH2:24]([N:23]1[C:19]([C:17]2[CH:16]=[CH:15][N:14]=[C:13]([NH:6][C:7]3[CH:12]=[CH:11][C:10]([S:2](=[O:5])(=[O:3])[NH:35][CH2:33][CH2:34][O:40][CH2:30][CH2:31][OH:32])=[CH:9][CH:8]=3)[N:18]=2)=[CH:20][N:21]=[C:22]1[CH3:26])[CH3:25]. The yield is 0.790. (2) The reactants are [CH:1]1([C:5](Cl)=[O:6])[CH2:4][CH2:3][CH2:2]1.[NH2:8][CH2:9][C:10]([O:12][CH2:13][CH3:14])=[O:11].C(N(CC)CC)C. The catalyst is ClCCl. The product is [CH:1]1([C:5]([NH:8][CH2:9][C:10]([O:12][CH2:13][CH3:14])=[O:11])=[O:6])[CH2:4][CH2:3][CH2:2]1. The yield is 1.00. (3) The reactants are [S:1]1[CH2:6][CH2:5][CH:4]([OH:7])[CH2:3][CH2:2]1.C(N(CC)CC)C.ClCCl.[C:18]1([CH3:28])[CH:23]=[CH:22][C:21]([S:24](Cl)(=[O:26])=[O:25])=[CH:20][CH:19]=1. The catalyst is CN(C)C1C=CN=CC=1.O. The product is [S:1]1[CH2:6][CH2:5][CH:4]([O:7][S:24]([C:21]2[CH:22]=[CH:23][C:18]([CH3:28])=[CH:19][CH:20]=2)(=[O:26])=[O:25])[CH2:3][CH2:2]1. The yield is 0.689. (4) The reactants are Br[C:2]1[CH:3]=[C:4]2[C:9](=[CH:10][CH:11]=1)[N:8]=[CH:7][NH:6][C:5]2=[O:12].[Cl:13][C:14]1[CH:19]=[CH:18][CH:17]=[C:16]([O:20][CH3:21])[C:15]=1B(O)O.C(=O)([O-])[O-].[K+].[K+].C1(P(C2C=CC=CC=2)C2C=CC=CC=2)C=CC=CC=1.C(=O)(O)[O-]. The catalyst is CN(C)C(=O)C.C(O)C.O.C1C=CC(/C=C/C(/C=C/C2C=CC=CC=2)=O)=CC=1.C1C=CC(/C=C/C(/C=C/C2C=CC=CC=2)=O)=CC=1.C1C=CC(/C=C/C(/C=C/C2C=CC=CC=2)=O)=CC=1.[Pd].[Pd].C(Cl)Cl. The product is [Cl:13][C:14]1[CH:19]=[CH:18][CH:17]=[C:16]([O:20][CH3:21])[C:15]=1[C:2]1[CH:3]=[C:4]2[C:9](=[CH:10][CH:11]=1)[N:8]=[CH:7][NH:6][C:5]2=[O:12]. The yield is 0.243. (5) The reactants are [C:1]([O:5][C:6]([N:8]1[CH2:12][CH:11]([O:13][Si:14]([C:17]([CH3:20])([CH3:19])[CH3:18])([CH3:16])[CH3:15])[CH2:10][CH:9]1[C:21]([OH:23])=O)=[O:7])([CH3:4])([CH3:3])[CH3:2].[F:24][C:25]1[CH:31]=[C:30]([I:32])[CH:29]=[CH:28][C:26]=1[NH2:27].CCOC1N(C(OCC)=O)C2C(=CC=CC=2)C=C1.C(N(CC)CC)C. The catalyst is C(Cl)(Cl)Cl. The product is [C:1]([O:5][C:6]([N:8]1[CH2:12][C@H:11]([O:13][Si:14]([C:17]([CH3:20])([CH3:19])[CH3:18])([CH3:16])[CH3:15])[CH2:10][C@@H:9]1[C:21](=[O:23])[NH:27][C:26]1[CH:28]=[CH:29][C:30]([I:32])=[CH:31][C:25]=1[F:24])=[O:7])([CH3:2])([CH3:4])[CH3:3]. The yield is 0.900. (6) The reactants are C([O:3][C:4](=[O:24])[CH2:5][S:6][CH:7]1[C:15]2[C:10](=[CH:11][CH:12]=[CH:13][CH:14]=2)[C:9](=[O:16])[N:8]1[CH2:17][C:18]1[CH:23]=[CH:22][CH:21]=[CH:20][CH:19]=1)C.C(=O)([O-])[O-].[K+].[K+].Cl. The catalyst is CO.O. The product is [CH2:17]([N:8]1[C:9](=[O:16])[C:10]2[C:15](=[CH:14][CH:13]=[CH:12][CH:11]=2)[CH:7]1[S:6][CH2:5][C:4]([OH:24])=[O:3])[C:18]1[CH:19]=[CH:20][CH:21]=[CH:22][CH:23]=1. The yield is 0.410. (7) The reactants are [Cl:1][C:2]1[CH:11]=[C:10]([CH2:12]O)[CH:9]=[CH:8][C:3]=1[C:4]([O:6][CH3:7])=[O:5].C1(P([N:28]=[N+:29]=[N-:30])(C2C=CC=CC=2)=O)C=CC=CC=1.N12CCCN=C1CCCCC2. The catalyst is O1CCCC1. The product is [N:28]([CH2:12][C:10]1[CH:9]=[CH:8][C:3]([C:4]([O:6][CH3:7])=[O:5])=[C:2]([Cl:1])[CH:11]=1)=[N+:29]=[N-:30]. The yield is 0.980. (8) The reactants are [CH3:1][N:2]1[CH:6]=[C:5]([C:7]2[CH:8]=[C:9]([CH:14]=[C:15]([C:17]([F:20])([F:19])[F:18])[CH:16]=2)[C:10]([O:12]C)=[O:11])[CH:4]=[N:3]1.[OH-].[Na+]. The catalyst is CO. The product is [CH3:1][N:2]1[CH:6]=[C:5]([C:7]2[CH:8]=[C:9]([CH:14]=[C:15]([C:17]([F:18])([F:19])[F:20])[CH:16]=2)[C:10]([OH:12])=[O:11])[CH:4]=[N:3]1. The yield is 0.957. (9) The reactants are [Cl:1][C:2]1[CH:7]=[C:6]([Cl:8])[CH:5]=[CH:4][C:3]=1[OH:9].[Br:10]Br.C(N)(C)(C)C. The catalyst is C1(C)C=CC=CC=1. The product is [Br:10][C:4]1[CH:5]=[C:6]([Cl:8])[CH:7]=[C:2]([Cl:1])[C:3]=1[OH:9]. The yield is 0.960. (10) The reactants are [CH3:1][C@@H:2]([O:23]S(C)(=O)=O)[CH2:3][CH2:4][O:5][C:6]1[CH:11]=[CH:10][C:9]([C:12]([F:15])([F:14])[F:13])=[CH:8][C:7]=1[O:16][C:17]1[CH:22]=[CH:21][CH:20]=[CH:19][CH:18]=1.C([O:30][C:31](=[O:43])[CH2:32][CH2:33][C:34]1[CH:39]=[CH:38][C:37](O)=[CH:36][C:35]=1[CH2:41][CH3:42])C.C(=O)([O-])[O-].[Cs+].[Cs+].[OH-].[Na+]. The catalyst is CN(C=O)C. The product is [CH2:41]([C:35]1[CH:36]=[C:37]([O:23][C@H:2]([CH3:1])[CH2:3][CH2:4][O:5][C:6]2[CH:11]=[CH:10][C:9]([C:12]([F:15])([F:14])[F:13])=[CH:8][C:7]=2[O:16][C:17]2[CH:22]=[CH:21][CH:20]=[CH:19][CH:18]=2)[CH:38]=[CH:39][C:34]=1[CH2:33][CH2:32][C:31]([OH:43])=[O:30])[CH3:42]. The yield is 0.210.